This data is from Forward reaction prediction with 1.9M reactions from USPTO patents (1976-2016). The task is: Predict the product of the given reaction. (1) The product is: [CH3:17][S:18]([O:7][CH2:6][CH2:5][S:2]([CH3:1])(=[O:4])=[O:3])(=[O:20])=[O:19]. Given the reactants [CH3:1][S:2]([CH2:5][CH2:6][OH:7])(=[O:4])=[O:3].C(N(C(C)C)CC)(C)C.[CH3:17][S:18](Cl)(=[O:20])=[O:19], predict the reaction product. (2) Given the reactants [NH2:1][C:2]1[C:10]2[C:9]([CH3:11])=[C:8]([CH2:12]Br)[N:7]=[N:6][C:5]=2[S:4][C:3]=1[C:14]([O:16][CH3:17])=[O:15].[NH:18]1[CH2:23][CH2:22][O:21][CH2:20][CH2:19]1.C([O-])([O-])=O.[K+].[K+], predict the reaction product. The product is: [NH2:1][C:2]1[C:10]2[C:9]([CH3:11])=[C:8]([CH2:12][N:18]3[CH2:23][CH2:22][O:21][CH2:20][CH2:19]3)[N:7]=[N:6][C:5]=2[S:4][C:3]=1[C:14]([O:16][CH3:17])=[O:15]. (3) Given the reactants [CH:1]1([C:7]2[C:8]3[CH:26]=[CH:25][C:24]([C:27](O)=[O:28])=[CH:23][C:9]=3[N:10]3[C:16]=2[C:15]2[CH:17]=[CH:18][C:19]([O:21][CH3:22])=[CH:20][C:14]=2[O:13][CH2:12][CH2:11]3)[CH2:6][CH2:5][CH2:4][CH2:3][CH2:2]1.Cl.[NH2:31][C:32]([CH3:38])([CH3:37])[C:33]([O:35][CH3:36])=[O:34].Cl.C(N=C=NCCCN(C)C)C.ON1C2C=CC=CC=2N=N1.C(N(CC)CC)C.C(=O)([O-])O.[Na+], predict the reaction product. The product is: [CH:1]1([C:7]2[C:8]3[CH:26]=[CH:25][C:24]([C:27]([NH:31][C:32]([CH3:38])([CH3:37])[C:33]([O:35][CH3:36])=[O:34])=[O:28])=[CH:23][C:9]=3[N:10]3[C:16]=2[C:15]2[CH:17]=[CH:18][C:19]([O:21][CH3:22])=[CH:20][C:14]=2[O:13][CH2:12][CH2:11]3)[CH2:2][CH2:3][CH2:4][CH2:5][CH2:6]1. (4) Given the reactants [NH:1]1[C:5]2[CH:6]=[CH:7][CH:8]=[CH:9][C:4]=2[N:3]=[C:2]1[C:10]([C:12]1[CH:17]=[CH:16][C:15]([OH:18])=[CH:14][CH:13]=1)=[O:11].F[C:20]1[C:25]([C:26]2([F:32])[CH2:31][CH2:30][O:29][CH2:28][CH2:27]2)=[N:24][CH:23]=[CH:22][N:21]=1.C(=O)([O-])[O-].[Cs+].[Cs+], predict the reaction product. The product is: [NH:1]1[C:5]2[CH:6]=[CH:7][CH:8]=[CH:9][C:4]=2[N:3]=[C:2]1[C:10]([C:12]1[CH:17]=[CH:16][C:15]([O:18][C:20]2[C:25]([C:26]3([F:32])[CH2:27][CH2:28][O:29][CH2:30][CH2:31]3)=[N:24][CH:23]=[CH:22][N:21]=2)=[CH:14][CH:13]=1)=[O:11]. (5) Given the reactants [CH3:1][N:2]1[CH2:7][CH2:6][N:5]([CH:8]2[C:17]3[CH:16]=[C:15](OS(C(F)(F)F)(=O)=O)[CH:14]=[CH:13][C:12]=3[CH2:11][CH2:10][CH2:9]2)[CH2:4][CH2:3]1.CC1(C)C2C(=C(P(C3C=CC=CC=3)C3C=CC=CC=3)C=CC=2)OC2C(P(C3C=CC=CC=3)C3C=CC=CC=3)=CC=CC1=2.C(=O)([O-])[O-].[Cs+].[Cs+].[F:74][C:75]([F:86])([F:85])[C:76]1[CH:84]=[CH:83][C:79]([C:80]([NH2:82])=[O:81])=[CH:78][CH:77]=1, predict the reaction product. The product is: [CH3:1][N:2]1[CH2:3][CH2:4][N:5]([CH:8]2[C:17]3[CH:16]=[C:15]([NH:82][C:80](=[O:81])[C:79]4[CH:83]=[CH:84][C:76]([C:75]([F:85])([F:86])[F:74])=[CH:77][CH:78]=4)[CH:14]=[CH:13][C:12]=3[CH2:11][CH2:10][CH2:9]2)[CH2:6][CH2:7]1. (6) Given the reactants C(OC([NH:8][C@@H:9]1[CH2:13][CH2:12][N:11]([C:14]2[CH:19]=[CH:18][C:17]([N:20]3[CH2:24][C@H:23]([CH2:25][O:26][C:27]4[CH:31]=[CH:30][O:29][N:28]=4)[O:22][C:21]3=[O:32])=[CH:16][C:15]=2[F:33])[CH2:10]1)=O)(C)(C)C.C(O)(C(F)(F)F)=O, predict the reaction product. The product is: [NH2:8][C@@H:9]1[CH2:13][CH2:12][N:11]([C:14]2[CH:19]=[CH:18][C:17]([N:20]3[CH2:24][C@H:23]([CH2:25][O:26][C:27]4[CH:31]=[CH:30][O:29][N:28]=4)[O:22][C:21]3=[O:32])=[CH:16][C:15]=2[F:33])[CH2:10]1. (7) Given the reactants [C:1]([C:3]1[CH:4]=[C:5]([C:10]2[S:14][C:13]([C:15]([O:17][CH3:18])=[O:16])=[CH:12][CH:11]=2)[CH:6]=[CH:7][C:8]=1F)#[N:2].[CH3:19][NH:20][CH2:21][CH2:22][CH2:23][CH3:24].C(=O)([O-])[O-].[Cs+].[Cs+], predict the reaction product. The product is: [CH2:21]([N:20]([CH3:19])[C:8]1[CH:7]=[CH:6][C:5]([C:10]2[S:14][C:13]([C:15]([O:17][CH3:18])=[O:16])=[CH:12][CH:11]=2)=[CH:4][C:3]=1[C:1]#[N:2])[CH2:22][CH2:23][CH3:24]. (8) Given the reactants [N:1]1([C:6]2[N:11]=[CH:10][C:9]([C:12](=O)[CH:13]=[C:14]([C:19]3[CH:24]=[C:23]([Cl:25])[CH:22]=[C:21]([Cl:26])[CH:20]=3)[C:15]([F:18])([F:17])[F:16])=[CH:8][CH:7]=2)[CH:5]=[N:4][CH:3]=[N:2]1.[OH-:28].[Na+].Cl.[NH2:31]O.Cl, predict the reaction product. The product is: [N:1]1([C:6]2[N:11]=[CH:10][C:9]([C:12]3[CH2:13][C:14]([C:19]4[CH:24]=[C:23]([Cl:25])[CH:22]=[C:21]([Cl:26])[CH:20]=4)([C:15]([F:18])([F:17])[F:16])[O:28][N:31]=3)=[CH:8][CH:7]=2)[CH:5]=[N:4][CH:3]=[N:2]1. (9) Given the reactants Cl[CH2:2][CH2:3][CH2:4]/[C:5](=[N:13]\[S@:14]([C:16]([CH3:19])([CH3:18])[CH3:17])=[O:15])/[C:6]1[CH:11]=[CH:10][C:9]([OH:12])=[CH:8][CH:7]=1.CC(C[AlH]CC(C)C)C.[Li+].C[Si]([N-][Si](C)(C)C)(C)C, predict the reaction product. The product is: [CH3:17][C:16]([S@@:14]([N:13]1[CH2:2][CH2:3][CH2:4][C@H:5]1[C:6]1[CH:11]=[CH:10][C:9]([OH:12])=[CH:8][CH:7]=1)=[O:15])([CH3:19])[CH3:18]. (10) Given the reactants [NH2:1][OH:2].OC1C=CC2NN=NC=2N=1.C(N=C=NC(C)C)(C)C.[N+:22]([C:25]1[CH:26]=[C:27]2[C:31](=[CH:32][CH:33]=1)[C:30](=[O:34])[N:29]([CH2:35][CH2:36][CH2:37][CH2:38][CH2:39][C:40](O)=[O:41])[C:28]2=[O:43])([O-:24])=[O:23], predict the reaction product. The product is: [N+:22]([C:25]1[CH:26]=[C:27]2[C:31](=[CH:32][CH:33]=1)[C:30](=[O:34])[N:29]([CH2:35][CH2:36][CH2:37][CH2:38][CH2:39][C:40]([NH:1][OH:2])=[O:41])[C:28]2=[O:43])([O-:24])=[O:23].